Dataset: Forward reaction prediction with 1.9M reactions from USPTO patents (1976-2016). Task: Predict the product of the given reaction. (1) Given the reactants [C:1]1([C:7]#[C:8][C:9]2[CH:14]=[CH:13][N:12]=[C:11]([C:15]([OH:17])=O)[CH:10]=2)[CH:6]=[CH:5][CH:4]=[CH:3][CH:2]=1.CN(C(ON1N=NC2C=CC=CC1=2)=[N+](C)C)C.F[P-](F)(F)(F)(F)F.[NH:42]1[CH:46]=[CH:45][N:44]=[C:43]1[NH:47][C:48]([C:50]1[C:58]2[NH:57][C:56]([NH2:59])=[N:55][C:54]=2[CH:53]=[CH:52][CH:51]=1)=[O:49].C([O-])(O)=O.[Na+], predict the reaction product. The product is: [NH:44]1[CH:45]=[CH:46][N:42]=[C:43]1[NH:47][C:48]([C:50]1[C:58]2[N:57]=[C:56]([NH:59][C:15]([C:11]3[CH:10]=[C:9]([C:8]#[C:7][C:1]4[CH:2]=[CH:3][CH:4]=[CH:5][CH:6]=4)[CH:14]=[CH:13][N:12]=3)=[O:17])[NH:55][C:54]=2[CH:53]=[CH:52][CH:51]=1)=[O:49]. (2) Given the reactants [OH:1][C:2]1[C:7]([CH:8]=[O:9])=[CH:6][CH:5]=[CH:4][C:3]=1[CH:10]=[O:11].S(OC)(O[CH3:16])(=O)=O.C(#N)C.C(=O)([O-])[O-].[K+].[K+], predict the reaction product. The product is: [CH3:16][O:1][C:2]1[C:7]([CH:8]=[O:9])=[CH:6][CH:5]=[CH:4][C:3]=1[CH:10]=[O:11]. (3) Given the reactants N[C:2]1[CH:10]=[CH:9][C:8](OC)=CC=1C(O)=O.COC(OC)OC.C(O)(=O)C.N[C:25]1[CH:26]=[C:27]([CH:35]=[CH:36][C:37]=1C)[C:28]([NH:30]C1(C)CC1)=[O:29], predict the reaction product. The product is: [CH3:8][C:9]1([C:26]2[CH:25]=[CH:37][CH:36]=[CH:35][C:27]=2[C:28]([NH2:30])=[O:29])[CH2:2][CH2:10]1. (4) Given the reactants Cl[C:2]1[N:7]=[C:6]([NH:8][CH2:9][C:10]2[CH:11]=[C:12]3[C:17](=[CH:18][CH:19]=2)[N:16]=[CH:15][CH:14]=[CH:13]3)[C:5]([N+:20]([O-:22])=[O:21])=[C:4]([NH2:23])[CH:3]=1.[CH3:24][N:25]1[CH:29]=[C:28](B2OC(C)(C)C(C)(C)O2)[CH:27]=[N:26]1.C([O-])([O-])=O.[Na+].[Na+], predict the reaction product. The product is: [CH3:24][N:25]1[CH:29]=[C:28]([C:2]2[N:7]=[C:6]([NH:8][CH2:9][C:10]3[CH:11]=[C:12]4[C:17](=[CH:18][CH:19]=3)[N:16]=[CH:15][CH:14]=[CH:13]4)[C:5]([N+:20]([O-:22])=[O:21])=[C:4]([NH2:23])[CH:3]=2)[CH:27]=[N:26]1. (5) Given the reactants [C:1]([OH:16])(=O)/[CH:2]=[CH:3]/[CH2:4][CH2:5][CH2:6][CH2:7][CH2:8][CH2:9][CH2:10][CH2:11][CH2:12][CH2:13][CH3:14].C(Cl)(=O)C([Cl:20])=O, predict the reaction product. The product is: [C:1]([Cl:20])(=[O:16])/[CH:2]=[CH:3]/[CH2:4][CH2:5][CH2:6][CH2:7][CH2:8][CH2:9][CH2:10][CH2:11][CH2:12][CH2:13][CH3:14]. (6) Given the reactants CC(C)([O-])C.[K+].[CH3:7][C:8]1([CH3:30])[C@@H:10]([CH:11]=O)[C@H:9]1[C:13]([O:15][CH2:16][C:17]1[C:22]([F:23])=[C:21]([F:24])[C:20]([CH2:25][O:26][CH3:27])=[C:19]([F:28])[C:18]=1[F:29])=[O:14].C(OP([CH:39]([Cl:42])[C:40]#[N:41])(=O)OCC)C, predict the reaction product. The product is: [Cl:42]/[C:39](/[C:40]#[N:41])=[CH:11]\[C@@H:10]1[C@@H:9]([C:13]([O:15][CH2:16][C:17]2[C:22]([F:23])=[C:21]([F:24])[C:20]([CH2:25][O:26][CH3:27])=[C:19]([F:28])[C:18]=2[F:29])=[O:14])[C:8]1([CH3:7])[CH3:30].